Dataset: Reaction yield outcomes from USPTO patents with 853,638 reactions. Task: Predict the reaction yield, written as a fraction of the theoretical maximum amount of product (1.0 means a 100% yield; for example, 0.34 means a 34% yield). (1) The reactants are [S:1]1[CH:5]=[CH:4][C:3]([CH:6]=[CH:7][CH2:8][CH2:9][C:10]([OH:12])=[O:11])=[CH:2]1.[H][H]. The catalyst is C(O)C. The product is [S:1]1[CH:5]=[CH:4][C:3]([CH2:6][CH2:7][CH2:8][CH2:9][C:10]([OH:12])=[O:11])=[CH:2]1. The yield is 0.800. (2) The reactants are [F:1][C:2]1[CH:24]=[CH:23][C:22]([F:25])=[CH:21][C:3]=1[CH2:4][C@H:5]1[CH2:10][C@H:9]([C:11]2[O:15][NH:14][C:13](=[O:16])[CH:12]=2)[CH2:8][CH2:7][N:6]1C(OC)=O.Br. No catalyst specified. The product is [F:1][C:2]1[CH:24]=[CH:23][C:22]([F:25])=[CH:21][C:3]=1[CH2:4][C@H:5]1[CH2:10][C@H:9]([C:11]2[O:15][NH:14][C:13](=[O:16])[CH:12]=2)[CH2:8][CH2:7][NH:6]1. The yield is 0.440.